Dataset: Human liver microsome stability data. Task: Regression/Classification. Given a drug SMILES string, predict its absorption, distribution, metabolism, or excretion properties. Task type varies by dataset: regression for continuous measurements (e.g., permeability, clearance, half-life) or binary classification for categorical outcomes (e.g., BBB penetration, CYP inhibition). Dataset: hlm. The result is 1 (stable in human liver microsomes). The compound is CC(=O)CC[C@H]1C(=O)N[C@@H](C(C)C)C(=O)N[C@@H](Cc2cccc(O)c2)C(=O)N2CCCC(N2)C(=O)O[C@H](/C(C)=C/C=C/C(=O)NC(C)C)C/C=C/C=C/[C@H](O)[C@H](C)[C@H]1O.